From a dataset of Full USPTO retrosynthesis dataset with 1.9M reactions from patents (1976-2016). Predict the reactants needed to synthesize the given product. (1) Given the product [CH2:33]([C:35]1[CH:40]=[CH:39][CH:38]=[CH:37][C:36]=1[C:2]1[CH:24]=[C:23]([F:25])[C:22]([F:26])=[CH:21][C:3]=1[O:4][CH2:5][C:6]([N:8]([CH:18]([CH3:20])[CH3:19])[NH:9][C:10](=[O:17])[C:11]1[CH:16]=[CH:15][CH:14]=[CH:13][CH:12]=1)=[O:7])[CH3:34], predict the reactants needed to synthesize it. The reactants are: Br[C:2]1[CH:24]=[C:23]([F:25])[C:22]([F:26])=[CH:21][C:3]=1[O:4][CH2:5][C:6]([N:8]([CH:18]([CH3:20])[CH3:19])[NH:9][C:10](=[O:17])[C:11]1[CH:16]=[CH:15][CH:14]=[CH:13][CH:12]=1)=[O:7].C([O-])([O-])=O.[Na+].[Na+].[CH2:33]([C:35]1[CH:40]=[CH:39][CH:38]=[CH:37][C:36]=1B(O)O)[CH3:34]. (2) Given the product [NH2:23][C:4]1[CH:3]=[C:2]([F:1])[C:11]([CH3:12])=[C:10]2[C:5]=1[C:6](=[O:22])[C:7]([C:17]([O:19][CH2:20][CH3:21])=[O:18])=[CH:8][N:9]2[C@@H:13]1[CH2:15][C@@H:14]1[F:16], predict the reactants needed to synthesize it. The reactants are: [F:1][C:2]1[C:11]([CH3:12])=[C:10]2[C:5]([C:6](=[O:22])[C:7]([C:17]([O:19][CH2:20][CH3:21])=[O:18])=[CH:8][N:9]2[C@@H:13]2[CH2:15][C@@H:14]2[F:16])=[C:4]([N+:23]([O-])=O)[CH:3]=1.CCCCCC. (3) Given the product [F:13][C:10]([F:11])([F:12])[S:7]([O:6][C:24]1[CH:25]=[CH:26][CH:27]=[C:22]([N:21]2[C:20]3[CH:29]=[CH:30][CH:31]=[C:32]([C:33]([F:34])([F:36])[F:35])[C:19]=3[N:18]=[C:17]2[CH3:16])[CH:23]=1)(=[O:8])=[O:9], predict the reactants needed to synthesize it. The reactants are: FC(F)(F)S([O:6][S:7]([C:10]([F:13])([F:12])[F:11])(=[O:9])=[O:8])(=O)=O.[CH3:16][C:17]1[N:21]([C:22]2[CH:23]=[C:24](O)[CH:25]=[CH:26][CH:27]=2)[C:20]2[CH:29]=[CH:30][CH:31]=[C:32]([C:33]([F:36])([F:35])[F:34])[C:19]=2[N:18]=1.C(N(C(C)C)CC)(C)C.C(O)(=O)CC(CC(O)=O)(C(O)=O)O. (4) Given the product [C:27]([O:26][C:24](=[O:25])[N:17]([CH:18]1[CH2:19][CH2:20]1)[C@@H:14]1[CH2:15][CH2:16][NH:11][CH2:12][C@@H:13]1[F:21])([CH3:30])([CH3:29])[CH3:28], predict the reactants needed to synthesize it. The reactants are: C(OC([N:11]1[CH2:16][CH2:15][C@@H:14]([NH:17][CH:18]2[CH2:20][CH2:19]2)[C@@H:13]([F:21])[CH2:12]1)=O)C1C=CC=CC=1.[OH-].[Na+].[C:24](O[C:24]([O:26][C:27]([CH3:30])([CH3:29])[CH3:28])=[O:25])([O:26][C:27]([CH3:30])([CH3:29])[CH3:28])=[O:25]. (5) Given the product [NH:10]1[C:14]2=[N:15][CH:16]=[CH:17][C:18]([O:19][C:20]3[CH:26]=[CH:25][C:23]([NH2:24])=[CH:22][CH:21]=3)=[C:13]2[CH:12]=[CH:11]1, predict the reactants needed to synthesize it. The reactants are: C(OC[N:10]1[C:14]2=[N:15][CH:16]=[CH:17][C:18]([O:19][C:20]3[CH:26]=[CH:25][C:23]([NH2:24])=[CH:22][CH:21]=3)=[C:13]2[CH:12]=[CH:11]1)C1C=CC=CC=1. (6) Given the product [CH2:25]([O:27][C:28](=[O:39])[CH2:29][CH2:30][C:31]1[C:36]([CH3:37])=[CH:35][C:34]([O:10][CH2:9][CH2:8][C@@H:7]([O:6][C:5]2[CH:16]=[CH:17][C:2]([Cl:1])=[CH:3][C:4]=2[O:18][C:19]2[CH:24]=[CH:23][CH:22]=[CH:21][CH:20]=2)[CH3:15])=[CH:33][N:32]=1)[CH3:26], predict the reactants needed to synthesize it. The reactants are: [Cl:1][C:2]1[CH:17]=[CH:16][C:5]([O:6][C@@H:7]([CH3:15])[CH2:8][CH2:9][O:10]S(C)(=O)=O)=[C:4]([O:18][C:19]2[CH:24]=[CH:23][CH:22]=[CH:21][CH:20]=2)[CH:3]=1.[CH2:25]([O:27][C:28](=[O:39])[CH2:29][CH2:30][C:31]1[C:36]([CH3:37])=[CH:35][C:34](O)=[CH:33][N:32]=1)[CH3:26].